Dataset: Catalyst prediction with 721,799 reactions and 888 catalyst types from USPTO. Task: Predict which catalyst facilitates the given reaction. (1) Reactant: [C:1]([O:5][C:6]([N:8]1[CH2:13][CH2:12][O:11][C@H:10]([C:14]([C:16]2[CH:17]=[N:18][C:19]([O:22][CH3:23])=[CH:20][CH:21]=2)=[O:15])[CH2:9]1)=[O:7])([CH3:4])([CH3:3])[CH3:2].[BH4-].[Na+]. Product: [C:1]([O:5][C:6]([N:8]1[CH2:13][CH2:12][O:11][C@H:10]([CH:14]([OH:15])[C:16]2[CH:17]=[N:18][C:19]([O:22][CH3:23])=[CH:20][CH:21]=2)[CH2:9]1)=[O:7])([CH3:4])([CH3:3])[CH3:2]. The catalyst class is: 5. (2) Reactant: C([O:8][CH2:9][CH2:10][CH2:11][O:12][C:13]([C:15]1[CH:16]=[C:17]2[C:25](=[C:26]([C:37]3[CH:45]=[CH:44][C:40]4[O:41][CH2:42][O:43][C:39]=4[CH:38]=3)[C:27]=1[CH2:28]OCC1C=CC=CC=1)[C:21]1[O:22][CH2:23][O:24][C:20]=1[CH:19]=[CH:18]2)=[O:14])C1C=CC=CC=1.[H][H]. Product: [OH:8][CH2:9][CH2:10][CH2:11][O:12][C:13]([C:15]1[CH:16]=[C:17]2[C:25](=[C:26]([C:37]3[CH:45]=[CH:44][C:40]4[O:41][CH2:42][O:43][C:39]=4[CH:38]=3)[C:27]=1[CH3:28])[C:21]1[O:22][CH2:23][O:24][C:20]=1[CH:19]=[CH:18]2)=[O:14]. The catalyst class is: 123.